Dataset: HIV replication inhibition screening data with 41,000+ compounds from the AIDS Antiviral Screen. Task: Binary Classification. Given a drug SMILES string, predict its activity (active/inactive) in a high-throughput screening assay against a specified biological target. (1) The molecule is CC(C)CC(N)C(=O)NC(CC(=O)O)C(=O)NC(CCCCN)C(=O)NC(C)C(=O)NC(CO)C(=O)NC(Cc1ccc(O)cc1)C(=O)NC(CO)C(=O)NC(C(=O)NC(CC(N)=O)C(=O)NC(Cc1c[nH]cn1)C(=O)O)C(C)O. The result is 0 (inactive). (2) The drug is C=CCn1c(-c2ccccc2)nn(CC(=O)Nn2c(C)nc3ccccc3c2=O)c1=S. The result is 0 (inactive). (3) The compound is Oc1nc(S)nc2c1CN(CCCN1CCOCC1)CN2. The result is 0 (inactive). (4) The molecule is ON=C1C(=Cc2ccc(Cl)cc2)CCCC1C(NO)c1ccc(Cl)cc1. The result is 0 (inactive). (5) The drug is COC(=O)c1cc(Cc2cc(C)c(OC)c(C(=O)OC)c2)cc(C)c1OC. The result is 0 (inactive). (6) The molecule is CCOC(=O)C(OP(=O)(OCC)OCC)C(F)(F)F. The result is 0 (inactive).